This data is from Catalyst prediction with 721,799 reactions and 888 catalyst types from USPTO. The task is: Predict which catalyst facilitates the given reaction. Reactant: [CH3:1][CH:2]1[C:6]2[CH:7]=[C:8]([C:11](=[O:13])[CH3:12])[CH:9]=[CH:10][C:5]=2[O:4][CH2:3]1.[Br:14]Br. Product: [Br:14][CH2:12][C:11]([C:8]1[CH:9]=[CH:10][C:5]2[O:4][CH2:3][CH:2]([CH3:1])[C:6]=2[CH:7]=1)=[O:13]. The catalyst class is: 12.